Dataset: NCI-60 drug combinations with 297,098 pairs across 59 cell lines. Task: Regression. Given two drug SMILES strings and cell line genomic features, predict the synergy score measuring deviation from expected non-interaction effect. (1) Drug 1: C1CN(P(=O)(OC1)NCCCl)CCCl. Drug 2: CC12CCC3C(C1CCC2OP(=O)(O)O)CCC4=C3C=CC(=C4)OC(=O)N(CCCl)CCCl.[Na+]. Cell line: SF-539. Synergy scores: CSS=46.5, Synergy_ZIP=5.67, Synergy_Bliss=5.28, Synergy_Loewe=-31.2, Synergy_HSA=-0.126. (2) Drug 1: COC1=NC(=NC2=C1N=CN2C3C(C(C(O3)CO)O)O)N. Drug 2: CC(C)(C#N)C1=CC(=CC(=C1)CN2C=NC=N2)C(C)(C)C#N. Cell line: T-47D. Synergy scores: CSS=21.7, Synergy_ZIP=-7.99, Synergy_Bliss=-1.15, Synergy_Loewe=-1.91, Synergy_HSA=-1.64. (3) Drug 1: CNC(=O)C1=CC=CC=C1SC2=CC3=C(C=C2)C(=NN3)C=CC4=CC=CC=N4. Drug 2: C1C(C(OC1N2C=NC3=C2NC=NCC3O)CO)O. Cell line: HT29. Synergy scores: CSS=-2.15, Synergy_ZIP=1.35, Synergy_Bliss=-3.48, Synergy_Loewe=-8.41, Synergy_HSA=-6.62. (4) Drug 1: CCC(=C(C1=CC=CC=C1)C2=CC=C(C=C2)OCCN(C)C)C3=CC=CC=C3.C(C(=O)O)C(CC(=O)O)(C(=O)O)O. Drug 2: CCCCCOC(=O)NC1=NC(=O)N(C=C1F)C2C(C(C(O2)C)O)O. Cell line: NCIH23. Synergy scores: CSS=2.11, Synergy_ZIP=0.900, Synergy_Bliss=2.85, Synergy_Loewe=-4.66, Synergy_HSA=-3.41.